From a dataset of Reaction yield outcomes from USPTO patents with 853,638 reactions. Predict the reaction yield, written as a fraction of the theoretical maximum amount of product (1.0 means a 100% yield; for example, 0.34 means a 34% yield). (1) The reactants are C([Li])CCC.C(NC(C)C)(C)C.C([N-]C(C)C)(C)C.[Li+].[O:21]=[C:22]1[CH2:29][CH:28]2[CH2:30][CH:24]([CH2:25][N:26]([C:31]([O:33][CH2:34][CH3:35])=[O:32])[CH2:27]2)[CH2:23]1.[F:36][C:37]([F:57])([F:56])[S:38](N(C1C=CC(Cl)=CN=1)[S:38]([C:37]([F:57])([F:56])[F:36])(=[O:40])=[O:39])(=[O:40])=[O:39]. The catalyst is C1COCC1. The product is [F:36][C:37]([F:57])([F:56])[S:38]([O:21][C:22]1[CH2:23][CH:24]2[CH2:30][CH:28]([CH2:27][N:26]([C:31]([O:33][CH2:34][CH3:35])=[O:32])[CH2:25]2)[CH:29]=1)(=[O:40])=[O:39]. The yield is 0.697. (2) The reactants are Br[C:2]1[CH:7]=[CH:6][C:5]([NH:8][C:9](=[O:25])[O:10][C@@H:11]2[C@@H:16]([O:17][CH3:18])[C@@H:15]([O:19][CH2:20][CH3:21])[C@H:14]([O:22][CH3:23])[C@@H:13]([CH3:24])[O:12]2)=[CH:4][CH:3]=1.[B:26]1([B:26]2[O:30][C:29]([CH3:32])([CH3:31])[C:28]([CH3:34])([CH3:33])[O:27]2)[O:30][C:29]([CH3:32])([CH3:31])[C:28]([CH3:34])([CH3:33])[O:27]1.CC([O-])=O.[K+].N#N. The catalyst is O.C1C=CC(P(C2C=CC=CC=2)[C-]2C=CC=C2)=CC=1.C1C=CC(P(C2C=CC=CC=2)[C-]2C=CC=C2)=CC=1.Cl[Pd]Cl.[Fe+2].CS(C)=O. The product is [CH3:33][C:28]1([CH3:34])[C:29]([CH3:32])([CH3:31])[O:30][B:26]([C:2]2[CH:7]=[CH:6][C:5]([NH:8][C:9](=[O:25])[O:10][C@@H:11]3[C@@H:16]([O:17][CH3:18])[C@@H:15]([O:19][CH2:20][CH3:21])[C@H:14]([O:22][CH3:23])[C@@H:13]([CH3:24])[O:12]3)=[CH:4][CH:3]=2)[O:27]1. The yield is 0.530. (3) The reactants are C(=O)([O-])[O-].[Ca+2].[NH2:6][C:7]1[CH:12]=[C:11]([C:13]([F:16])([F:15])[F:14])[C:10]([C:17]2[CH:22]=[CH:21][C:20]([S:23]([NH:26][CH2:27][C@@H:28]3[CH2:32][CH2:31][CH2:30][N:29]3[C:33]([O:35][C:36]([CH3:39])([CH3:38])[CH3:37])=[O:34])(=[O:25])=[O:24])=[CH:19][CH:18]=2)=[C:9]([Cl:40])[CH:8]=1.[C:41](Cl)(Cl)=[S:42].Cl. The catalyst is ClCCl.O. The product is [Cl:40][C:9]1[CH:8]=[C:7]([N:6]=[C:41]=[S:42])[CH:12]=[C:11]([C:13]([F:15])([F:16])[F:14])[C:10]=1[C:17]1[CH:22]=[CH:21][C:20]([S:23]([NH:26][CH2:27][C@@H:28]2[CH2:32][CH2:31][CH2:30][N:29]2[C:33]([O:35][C:36]([CH3:37])([CH3:39])[CH3:38])=[O:34])(=[O:24])=[O:25])=[CH:19][CH:18]=1. The yield is 0.900. (4) The reactants are [N:1]([CH2:4][CH2:5][O:6][C@:7]([C@@H:18]1[CH2:23][CH2:22][CH2:21][N:20]([C:24]([O:26][C:27]([CH3:30])([CH3:29])[CH3:28])=[O:25])[CH2:19]1)([C:11]1[CH:16]=[CH:15][CH:14]=[C:13]([Cl:17])[CH:12]=1)[CH2:8][CH2:9][CH3:10])=[N+]=[N-].C1C=CC(P(C2C=CC=CC=2)C2C=CC=CC=2)=CC=1. The catalyst is C1COCC1.O. The product is [NH2:1][CH2:4][CH2:5][O:6][C@:7]([C@@H:18]1[CH2:23][CH2:22][CH2:21][N:20]([C:24]([O:26][C:27]([CH3:28])([CH3:30])[CH3:29])=[O:25])[CH2:19]1)([C:11]1[CH:16]=[CH:15][CH:14]=[C:13]([Cl:17])[CH:12]=1)[CH2:8][CH2:9][CH3:10]. The yield is 0.550. (5) The catalyst is C1(C)C=CC=CC=1. The product is [C:22]([O:26][C:27]([N:29]1[CH2:34][CH2:33][N:32]([C:35]2[CH:36]=[CH:37][C:38]([NH:41][C:5]3[N:4]=[C:3]([N:9]([CH:11]4[CH2:15][CH2:14][CH2:13][CH2:12]4)[CH3:10])[C:2]([Br:1])=[CH:7][N:6]=3)=[CH:39][CH:40]=2)[CH2:31][CH2:30]1)=[O:28])([CH3:25])([CH3:23])[CH3:24]. The yield is 0.320. The reactants are [Br:1][C:2]1[C:3]([N:9]([CH:11]2[CH2:15][CH2:14][CH2:13][CH2:12]2)[CH3:10])=[N:4][C:5](Cl)=[N:6][CH:7]=1.CC(C)([O-])C.[Na+].[C:22]([O:26][C:27]([N:29]1[CH2:34][CH2:33][N:32]([C:35]2[CH:40]=[CH:39][C:38]([NH2:41])=[CH:37][CH:36]=2)[CH2:31][CH2:30]1)=[O:28])([CH3:25])([CH3:24])[CH3:23]. (6) The reactants are C(OC([NH:8][CH2:9][CH2:10][C:11]([O:13][CH:14]1[CH2:19][CH2:18][CH:17]([NH:20][C:21]2[CH:26]=[C:25]([N:27]3[C:35]4[CH2:34][C:33]([CH3:37])([CH3:36])[CH2:32][C:31](=[O:38])[C:30]=4[C:29]([CH3:39])=[N:28]3)[CH:24]=[CH:23][C:22]=2[C:40](=[O:42])[NH2:41])[CH2:16][CH2:15]1)=[O:12])=O)(C)(C)C.FC(F)(F)C(O)=O. The catalyst is C(Cl)Cl. The product is [C:40]([C:22]1[CH:23]=[CH:24][C:25]([N:27]2[C:35]3[CH2:34][C:33]([CH3:37])([CH3:36])[CH2:32][C:31](=[O:38])[C:30]=3[C:29]([CH3:39])=[N:28]2)=[CH:26][C:21]=1[NH:20][CH:17]1[CH2:18][CH2:19][CH:14]([O:13][C:11](=[O:12])[CH2:10][CH2:9][NH2:8])[CH2:15][CH2:16]1)(=[O:42])[NH2:41]. The yield is 0.945.